This data is from Full USPTO retrosynthesis dataset with 1.9M reactions from patents (1976-2016). The task is: Predict the reactants needed to synthesize the given product. Given the product [CH2:20]([O:19][C@H:14]([CH2:15][CH2:16][CH:17]=[CH2:18])[C@@H:13]([CH3:22])[C:12]([OH:23])=[O:27])[CH3:21], predict the reactants needed to synthesize it. The reactants are: CC1(C)C2CC[C@@]31[C@H](C2)N([C:12](=[O:23])[C@H:13]([CH3:22])[C@H:14]([O:19][CH2:20][CH3:21])[CH2:15][CH2:16][CH:17]=[CH2:18])S(=O)(=O)C3.[OH-:27].[Li+].Cl.